The task is: Predict which catalyst facilitates the given reaction.. This data is from Catalyst prediction with 721,799 reactions and 888 catalyst types from USPTO. Reactant: Br[CH2:2][C:3]1[CH:13]=[CH:12][CH:11]=[C:10]([O:14][CH3:15])[C:4]=1[C:5]([O:7]CC)=O.[F:16][C:17]1[CH:22]=[C:21]([F:23])[CH:20]=[CH:19][C:18]=1[CH2:24][NH2:25].C(=O)([O-])[O-].[K+].[K+]. Product: [F:16][C:17]1[CH:22]=[C:21]([F:23])[CH:20]=[CH:19][C:18]=1[CH2:24][N:25]1[CH2:2][C:3]2[C:4](=[C:10]([O:14][CH3:15])[CH:11]=[CH:12][CH:13]=2)[C:5]1=[O:7]. The catalyst class is: 815.